This data is from Catalyst prediction with 721,799 reactions and 888 catalyst types from USPTO. The task is: Predict which catalyst facilitates the given reaction. (1) Reactant: [F:1][C:2]1[CH:10]=[CH:9][C:8]([C:11]([F:14])([F:13])[F:12])=[CH:7][C:3]=1[CH:4]=[N:5][OH:6].[Cl:15]N1C(=O)CCC1=O. Product: [F:1][C:2]1[CH:10]=[CH:9][C:8]([C:11]([F:12])([F:13])[F:14])=[CH:7][C:3]=1[C:4]([Cl:15])=[N:5][OH:6]. The catalyst class is: 42. (2) Reactant: [I:1][C:2]1[CH:10]=[CH:9][C:5]([C:6](Cl)=[O:7])=[CH:4][CH:3]=1.[NH:11]1[CH2:16][CH2:15][CH2:14][CH2:13][CH2:12]1. Product: [I:1][C:2]1[CH:10]=[CH:9][C:5]([C:6]([N:11]2[CH2:16][CH2:15][CH2:14][CH2:13][CH2:12]2)=[O:7])=[CH:4][CH:3]=1. The catalyst class is: 4. (3) Reactant: [OH:1][CH:2]1[CH2:7][N:6]([CH3:8])[C:5](=[O:9])[NH:4][CH2:3]1.CC(C)([O-])C.[K+].F[C:17]1[CH:24]=[CH:23][C:22]([C:25]2[N:30]=[C:29]([NH:31][C:32]3[CH:37]=[CH:36][C:35]([N:38]4[CH2:43][CH2:42][N:41]([CH:44]5[CH2:47][O:46][CH2:45]5)[CH2:40][CH2:39]4)=[CH:34][CH:33]=3)[N:28]=[CH:27][N:26]=2)=[CH:21][C:18]=1[C:19]#[N:20]. Product: [CH3:8][N:6]1[CH2:7][CH:2]([O:1][C:17]2[CH:24]=[CH:23][C:22]([C:25]3[N:30]=[C:29]([NH:31][C:32]4[CH:33]=[CH:34][C:35]([N:38]5[CH2:43][CH2:42][N:41]([CH:44]6[CH2:47][O:46][CH2:45]6)[CH2:40][CH2:39]5)=[CH:36][CH:37]=4)[N:28]=[CH:27][N:26]=3)=[CH:21][C:18]=2[C:19]#[N:20])[CH2:3][NH:4][C:5]1=[O:9]. The catalyst class is: 3. (4) Reactant: C([O:4][C:5]1[CH:25]=[CH:24][C:8]([C:9]2[CH2:10][O:11][C:12]3[C:17]([CH:18]=2)=[CH:16][CH:15]=[C:14]([O:19]C(=O)C)[C:13]=3[Br:23])=[CH:7][CH:6]=1)(=O)C.[OH-].[K+].C(O)(=O)C.O. Product: [OH:4][C:5]1[CH:6]=[CH:7][C:8]([C:9]2[CH2:10][O:11][C:12]3[C:17]([CH:18]=2)=[CH:16][CH:15]=[C:14]([OH:19])[C:13]=3[Br:23])=[CH:24][CH:25]=1. The catalyst class is: 8. (5) Reactant: C[O:2][C:3]([C:5]1[CH:10]=[CH:9][N:8]2[C:11](I)=[CH:12][N:13]=[C:7]2[CH:6]=1)=O.O.[NH2:16][NH2:17]. Product: [N:13]1[CH:12]=[CH:11][N:8]2[CH:9]=[CH:10][C:5]([C:3]([NH:16][NH2:17])=[O:2])=[CH:6][C:7]=12. The catalyst class is: 8. (6) Reactant: C(Cl)(=O)C(Cl)=O.CS(C)=O.[OH:11][CH2:12][CH:13]1[CH2:16][N:15]([C:17]([O:19][C:20]([CH3:23])([CH3:22])[CH3:21])=[O:18])[CH2:14]1.C(N(CC)CC)C. Product: [CH:12]([CH:13]1[CH2:16][N:15]([C:17]([O:19][C:20]([CH3:23])([CH3:22])[CH3:21])=[O:18])[CH2:14]1)=[O:11]. The catalyst class is: 2. (7) Reactant: [Cl:1][C:2]1[CH:7]=[CH:6][C:5]([C:8]2[CH:9]=[C:10]([CH2:25][OH:26])[C:11]([CH3:24])=[N:12][C:13]=2[C:14]2[CH:19]=[CH:18][C:17]([C:20]([F:23])([F:22])[F:21])=[CH:16][CH:15]=2)=[CH:4][CH:3]=1.[H-].[Na+].[CH2:29]([O:31][C:32](=[O:37])[C:33](Br)([CH3:35])[CH3:34])[CH3:30]. Product: [CH2:29]([O:31][C:32](=[O:37])[C:33]([O:26][CH2:25][C:10]1[C:11]([CH3:24])=[N:12][C:13]([C:14]2[CH:15]=[CH:16][C:17]([C:20]([F:21])([F:22])[F:23])=[CH:18][CH:19]=2)=[C:8]([C:5]2[CH:4]=[CH:3][C:2]([Cl:1])=[CH:7][CH:6]=2)[CH:9]=1)([CH3:35])[CH3:34])[CH3:30]. The catalyst class is: 589.